Dataset: Full USPTO retrosynthesis dataset with 1.9M reactions from patents (1976-2016). Task: Predict the reactants needed to synthesize the given product. Given the product [Br:1][C:2]1[C:6]2[C:7]([Cl:15])=[N:8][CH:9]=[C:10]([CH3:11])[C:5]=2[S:4][CH:3]=1, predict the reactants needed to synthesize it. The reactants are: [Br:1][C:2]1[C:6]2[C:7](=O)[NH:8][CH:9]=[C:10]([CH3:11])[C:5]=2[S:4][CH:3]=1.O=P(Cl)(Cl)[Cl:15].